Dataset: Full USPTO retrosynthesis dataset with 1.9M reactions from patents (1976-2016). Task: Predict the reactants needed to synthesize the given product. (1) The reactants are: [CH3:1][C:2]1[O:6][N:5]=[C:4]([C:7]2[CH:12]=[CH:11][CH:10]=[CH:9][N:8]=2)[C:3]=1[CH2:13][O:14][C:15]1[CH:16]=[CH:17][C:18]([C:21]([OH:23])=O)=[N:19][CH:20]=1.[NH:24]1[CH2:29][CH2:28][S:27][CH2:26][CH2:25]1. Given the product [CH3:1][C:2]1[O:6][N:5]=[C:4]([C:7]2[CH:12]=[CH:11][CH:10]=[CH:9][N:8]=2)[C:3]=1[CH2:13][O:14][C:15]1[CH:16]=[CH:17][C:18]([C:21]([N:24]2[CH2:29][CH2:28][S:27][CH2:26][CH2:25]2)=[O:23])=[N:19][CH:20]=1, predict the reactants needed to synthesize it. (2) The reactants are: [C:1]([O:5][C:6]([N:8]1[CH2:19][CH2:18][CH2:17][C:11]2([O:15][C:14](=[O:16])[NH:13][CH2:12]2)[CH2:10][CH2:9]1)=[O:7])([CH3:4])([CH3:3])[CH3:2].Br[C:21]1[CH:22]=[CH:23][C:24]([N+:27]([O-:29])=[O:28])=[N:25][CH:26]=1. Given the product [C:1]([O:5][C:6]([N:8]1[CH2:19][CH2:18][CH2:17][C:11]2([O:15][C:14](=[O:16])[N:13]([C:21]3[CH:26]=[N:25][C:24]([N+:27]([O-:29])=[O:28])=[CH:23][CH:22]=3)[CH2:12]2)[CH2:10][CH2:9]1)=[O:7])([CH3:4])([CH3:2])[CH3:3], predict the reactants needed to synthesize it. (3) Given the product [CH2:1]([O:3][C:4]1[CH:9]=[CH:8][N:7]=[CH:6][C:5]=1[NH:10][C:11]1[S:12][CH:13]=[C:14]([C:16]2[CH:21]=[CH:20][C:19]([C:22]3[CH2:23][CH2:24][N:25]([CH3:28])[CH2:26][CH:27]=3)=[CH:18][CH:17]=2)[N:15]=1)[CH3:2], predict the reactants needed to synthesize it. The reactants are: [CH2:1]([O:3][C:4]1[CH:9]=[CH:8][N:7]=[CH:6][C:5]=1[NH:10][C:11]1[S:12][CH:13]=[C:14]([C:16]2[CH:21]=[CH:20][C:19]([C:22]3[CH2:23][CH2:24][NH:25][CH2:26][CH:27]=3)=[CH:18][CH:17]=2)[N:15]=1)[CH3:2].[C:28](O)(C(F)(F)F)=O.C=O.O.[BH3-]C#N.[Na+]. (4) The reactants are: [OH-].[Na+].[CH3:3][O:4][C:5]1[CH:14]=[CH:13][C:8]([C:9]([O:11]C)=[O:10])=[CH:7][N:6]=1. Given the product [CH3:3][O:4][C:5]1[CH:14]=[CH:13][C:8]([C:9]([OH:11])=[O:10])=[CH:7][N:6]=1, predict the reactants needed to synthesize it.